Dataset: Reaction yield outcomes from USPTO patents with 853,638 reactions. Task: Predict the reaction yield, written as a fraction of the theoretical maximum amount of product (1.0 means a 100% yield; for example, 0.34 means a 34% yield). (1) The reactants are P(Cl)(Cl)(Cl)=O.[OH:6][C:7]1[N:8]=[C:9]2[CH:17]=[C:16]([O:18][CH2:19][C:20]3[S:21][CH:22]=[C:23]([CH:25]([CH3:27])[CH3:26])[N:24]=3)[CH:15]=[CH:14][N:10]2[C:11](=[O:13])[CH:12]=1.[C:28](=O)([O-])[OH:29].[Na+]. The catalyst is CN(C)C=O. The product is [OH:6][C:7]1[N:8]=[C:9]2[CH:17]=[C:16]([O:18][CH2:19][C:20]3[S:21][CH:22]=[C:23]([CH:25]([CH3:27])[CH3:26])[N:24]=3)[CH:15]=[CH:14][N:10]2[C:11](=[O:13])[C:12]=1[CH:28]=[O:29]. The yield is 0.140. (2) The reactants are [CH3:1][C:2]1[CH:6]=[CH:5][S:4][C:3]=1[C:7]([O:9][CH3:10])=[O:8].[Cl-].[Al+3].[Cl-].[Cl-].[C:15](Cl)([CH3:18])([CH3:17])[CH3:16]. The catalyst is C(Cl)Cl. The product is [C:15]([C:5]1[S:4][C:3]([C:7]([O:9][CH3:10])=[O:8])=[C:2]([CH3:1])[CH:6]=1)([CH3:18])([CH3:17])[CH3:16]. The yield is 0.430.